Dataset: NCI-60 drug combinations with 297,098 pairs across 59 cell lines. Task: Regression. Given two drug SMILES strings and cell line genomic features, predict the synergy score measuring deviation from expected non-interaction effect. (1) Drug 1: CCCS(=O)(=O)NC1=C(C(=C(C=C1)F)C(=O)C2=CNC3=C2C=C(C=N3)C4=CC=C(C=C4)Cl)F. Drug 2: C1=CN(C(=O)N=C1N)C2C(C(C(O2)CO)O)O.Cl. Cell line: MDA-MB-435. Synergy scores: CSS=22.7, Synergy_ZIP=-2.53, Synergy_Bliss=-1.20, Synergy_Loewe=-6.47, Synergy_HSA=-0.643. (2) Drug 1: CC1C(C(CC(O1)OC2CC(OC(C2O)C)OC3=CC4=CC5=C(C(=O)C(C(C5)C(C(=O)C(C(C)O)O)OC)OC6CC(C(C(O6)C)O)OC7CC(C(C(O7)C)O)OC8CC(C(C(O8)C)O)(C)O)C(=C4C(=C3C)O)O)O)O. Drug 2: C1=NC2=C(N1)C(=S)N=CN2. Cell line: K-562. Synergy scores: CSS=60.0, Synergy_ZIP=-1.75, Synergy_Bliss=-1.64, Synergy_Loewe=-7.45, Synergy_HSA=0.0654. (3) Drug 1: CC1=C(C=C(C=C1)NC(=O)C2=CC=C(C=C2)CN3CCN(CC3)C)NC4=NC=CC(=N4)C5=CN=CC=C5. Drug 2: C#CCC(CC1=CN=C2C(=N1)C(=NC(=N2)N)N)C3=CC=C(C=C3)C(=O)NC(CCC(=O)O)C(=O)O. Cell line: TK-10. Synergy scores: CSS=44.9, Synergy_ZIP=5.19, Synergy_Bliss=1.39, Synergy_Loewe=-27.2, Synergy_HSA=-0.0733.